This data is from Full USPTO retrosynthesis dataset with 1.9M reactions from patents (1976-2016). The task is: Predict the reactants needed to synthesize the given product. (1) Given the product [CH3:25][O:26][C:27]1[CH:28]=[CH:29][C:30]([S:33][C:34]2[CH:41]=[CH:40][C:37]([CH2:38][N:22]3[CH2:21][CH2:20][CH:19]([C:3]4[CH:4]=[C:5]([NH:8][C:9]([O:11][CH2:12][C:13]5[CH:18]=[CH:17][CH:16]=[CH:15][CH:14]=5)=[O:10])[CH:6]=[CH:7][C:2]=4[CH3:1])[CH2:24][CH2:23]3)=[CH:36][CH:35]=2)=[CH:31][CH:32]=1, predict the reactants needed to synthesize it. The reactants are: [CH3:1][C:2]1[CH:7]=[CH:6][C:5]([NH:8][C:9]([O:11][CH2:12][C:13]2[CH:18]=[CH:17][CH:16]=[CH:15][CH:14]=2)=[O:10])=[CH:4][C:3]=1[CH:19]1[CH2:24][CH2:23][NH:22][CH2:21][CH2:20]1.[CH3:25][O:26][C:27]1[CH:32]=[CH:31][C:30]([S:33][C:34]2[CH:41]=[CH:40][C:37]([CH:38]=O)=[CH:36][CH:35]=2)=[CH:29][CH:28]=1.ClC(Cl)C.C(O)(=O)C.[Na].C([O-])(O)=O.[Na+]. (2) Given the product [CH3:1][S:2]([C:3]1[CH:8]=[C:7]([N:9]2[CH2:13][CH2:12][CH2:11][CH2:10]2)[CH:6]=[CH:5][C:4]=1[C:14]1[S:15][C:16]2[CH:22]([OH:23])[CH2:21][CH2:20][CH2:19][C:17]=2[N:18]=1)=[O:32], predict the reactants needed to synthesize it. The reactants are: [CH3:1][S:2][C:3]1[CH:8]=[C:7]([N:9]2[CH2:13][CH2:12][CH2:11][CH2:10]2)[CH:6]=[CH:5][C:4]=1[C:14]1[S:15][C:16]2[CH:22]([OH:23])[CH2:21][CH2:20][CH2:19][C:17]=2[N:18]=1.ClC1C=CC=C(C(OO)=[O:32])C=1.C1(P(C2C=CC=CC=2)C2C=CC=CC=2)C=CC=CC=1. (3) Given the product [Br:1][C:2]1[CH:3]=[C:4]([CH:13]=[CH:14][C:15]=1[CH:16]=[O:21])[C:5]([NH:7][CH2:8][Si:9]([CH3:12])([CH3:11])[CH3:10])=[O:6], predict the reactants needed to synthesize it. The reactants are: [Br:1][C:2]1[CH:3]=[C:4]([CH:13]=[CH:14][C:15]=1[CH:16](Br)Br)[C:5]([NH:7][CH2:8][Si:9]([CH3:12])([CH3:11])[CH3:10])=[O:6].CC(C)=[O:21].